From a dataset of Full USPTO retrosynthesis dataset with 1.9M reactions from patents (1976-2016). Predict the reactants needed to synthesize the given product. (1) Given the product [C:1]([O:5][C:6]([NH:8][CH:9]1[CH2:13][CH2:12][N:11]([S:14]([C:17]2[C:18]3[C:19]([O:34][CH3:32])=[CH:20][N:21]=[CH:22][C:23]=3[CH:24]=[CH:25][CH:26]=2)(=[O:16])=[O:15])[CH2:10]1)=[O:7])([CH3:4])([CH3:3])[CH3:2], predict the reactants needed to synthesize it. The reactants are: [C:1]([O:5][C:6]([NH:8][CH:9]1[CH2:13][CH2:12][N:11]([S:14]([C:17]2[C:18]3[C:19](Br)=[CH:20][N:21]=[CH:22][C:23]=3[CH:24]=[CH:25][CH:26]=2)(=[O:16])=[O:15])[CH2:10]1)=[O:7])([CH3:4])([CH3:3])[CH3:2].C[O-].[Na+].O.[C:32](OCC)(=[O:34])C. (2) Given the product [Cl:1][C:2]1[C:3]2[CH:24]=[CH:23][CH:22]=[CH:21][C:4]=2[S:5][C:6]=1[CH2:7][O:8][C:9]1[CH:10]=[CH:11][C:12]([CH2:15][CH2:16][C:17]([OH:19])=[O:18])=[CH:13][CH:14]=1, predict the reactants needed to synthesize it. The reactants are: [Cl:1][C:2]1[C:3]2[CH:24]=[CH:23][CH:22]=[CH:21][C:4]=2[S:5][C:6]=1[CH2:7][O:8][C:9]1[CH:14]=[CH:13][C:12]([CH2:15][CH2:16][C:17]([O:19]C)=[O:18])=[CH:11][CH:10]=1.O1CCCC1.O.[OH-].[Li+].Cl.